Dataset: Full USPTO retrosynthesis dataset with 1.9M reactions from patents (1976-2016). Task: Predict the reactants needed to synthesize the given product. Given the product [CH3:10][C:8]1[CH:9]=[C:5](/[C:3](=[N:2]/[O:1][C:27]([C@@H:25]2[CH2:26][N:13]3[C:12](=[O:11])[C:18]4[CH:19]=[CH:20][CH:21]=[CH:22][C:17]=4[CH:16]=[CH:15][C@@H:14]3[CH2:23][CH2:24]2)=[O:28])/[NH2:4])[NH:6][CH:7]=1, predict the reactants needed to synthesize it. The reactants are: [OH:1][N:2]=[C:3]([C:5]1[NH:6][CH:7]=[C:8]([CH3:10])[CH:9]=1)[NH2:4].[O:11]=[C:12]1[C:18]2[CH:19]=[CH:20][CH:21]=[CH:22][C:17]=2[CH:16]=[CH:15][C@@H:14]2[CH2:23][CH2:24][C@@H:25]([C:27](O)=[O:28])[CH2:26][N:13]12.